From a dataset of Catalyst prediction with 721,799 reactions and 888 catalyst types from USPTO. Predict which catalyst facilitates the given reaction. (1) Reactant: [OH:1][CH2:2][CH2:3][CH2:4][CH2:5][O:6][CH2:7][C:8]([O:10][C:11]([CH3:14])([CH3:13])[CH3:12])=[O:9].CC(OI1(OC(C)=O)(OC(C)=O)OC(=O)C2C=CC=CC1=2)=O. Product: [O:1]=[CH:2][CH2:3][CH2:4][CH2:5][O:6][CH2:7][C:8]([O:10][C:11]([CH3:14])([CH3:13])[CH3:12])=[O:9]. The catalyst class is: 4. (2) Reactant: C(OC([N:8]1[CH2:13][CH2:12][CH:11]([NH:14][C:15]([C:17]2[CH:18]=[N:19][C:20]([N:23](C(OC(C)(C)C)=O)[CH3:24])=[CH:21][CH:22]=2)=[O:16])[CH2:10][CH2:9]1)=O)(C)(C)C.FC(F)(F)C(O)=O. Product: [CH3:24][NH:23][C:20]1[CH:21]=[CH:22][C:17]([C:15]([NH:14][CH:11]2[CH2:12][CH2:13][NH:8][CH2:9][CH2:10]2)=[O:16])=[CH:18][N:19]=1. The catalyst class is: 2. (3) Reactant: Cl.Cl.[Cl:3][C:4]1[CH:9]=[CH:8][C:7]([N:10]2[CH2:15][CH2:14][NH:13][CH2:12][CH2:11]2)=[CH:6][CH:5]=1.C(N(CC)CC)C.[Cl:23][CH2:24][CH2:25][C:26](Cl)=[O:27]. Product: [Cl:23][CH2:24][CH2:25][C:26]([N:13]1[CH2:14][CH2:15][N:10]([C:7]2[CH:6]=[CH:5][C:4]([Cl:3])=[CH:9][CH:8]=2)[CH2:11][CH2:12]1)=[O:27]. The catalyst class is: 2. (4) Reactant: [O:1]1[CH2:6][CH2:5][CH:4]([NH:7][C:8]2[CH:13]=[CH:12][N:11]=[C:10]([C:14]([O:16]C)=O)[CH:9]=2)[CH2:3][CH2:2]1.[NH2:18][CH2:19][CH:20]([OH:32])[CH2:21][N:22]1[CH2:31][CH2:30][C:29]2[C:24](=[CH:25][CH:26]=[CH:27][CH:28]=2)[CH2:23]1. Product: [CH2:23]1[C:24]2[C:29](=[CH:28][CH:27]=[CH:26][CH:25]=2)[CH2:30][CH2:31][N:22]1[CH2:21][CH:20]([OH:32])[CH2:19][NH:18][C:14](=[O:16])[C:10]1[CH:9]=[C:8]([NH:7][CH:4]2[CH2:3][CH2:2][O:1][CH2:6][CH2:5]2)[CH:13]=[CH:12][N:11]=1. The catalyst class is: 5. (5) Reactant: C(OC(=O)[NH:7][CH2:8][C@@H:9]1[O:13][C:12](=[O:14])[N:11]([C:15]2[CH:28]=[CH:27][C:18]3[C:19]4[O:20][N:21]=[CH:22][C:23]=4[CH2:24][CH2:25][CH2:26][C:17]=3[CH:16]=2)[CH2:10]1)(C)(C)C.[ClH:30]. Product: [ClH:30].[NH2:7][CH2:8][C@@H:9]1[O:13][C:12](=[O:14])[N:11]([C:15]2[CH:28]=[CH:27][C:18]3[C:19]4[O:20][N:21]=[CH:22][C:23]=4[CH2:24][CH2:25][CH2:26][C:17]=3[CH:16]=2)[CH2:10]1. The catalyst class is: 12. (6) Reactant: [O:1]=[C:2]1[CH2:7][O:6][CH:5]2[CH2:8][C:9]3[CH:10]=[CH:11][CH:12]=[CH:13][C:14]=3[CH:4]2[N:3]1[CH2:15][C:16]([OH:18])=O.[NH2:19][C:20]1[CH:21]=[CH:22][C:23]2[O:36][C:26]3([C:34]4[C:29](=[N:30][CH:31]=[CH:32][CH:33]=4)[NH:28][C:27]3=[O:35])[CH2:25][C:24]=2[CH:37]=1.C(N(CC)C(C)C)(C)C. Product: [O:35]=[C:27]1[NH:28][C:29]2=[N:30][CH:31]=[CH:32][CH:33]=[C:34]2[C:26]21[CH2:25][C:24]1[CH:37]=[C:20]([NH:19][C:16](=[O:18])[CH2:15][N:3]3[C:2](=[O:1])[CH2:7][O:6][CH:5]4[CH2:8][C:9]5[CH:10]=[CH:11][CH:12]=[CH:13][C:14]=5[CH:4]34)[CH:21]=[CH:22][C:23]=1[O:36]2. The catalyst class is: 3. (7) Product: [ClH:35].[NH2:7][C@@H:8]1[CH2:13][CH2:12][C@H:11]([N:14]2[C:19](=[O:20])[C:18]3[CH:21]=[C:22]([F:25])[CH:23]=[N:24][C:17]=3[N:16]([C:26]3[CH:27]=[C:28]([C:8]4[CH:13]=[CH:12][CH:11]=[CH:10][CH:9]=4)[CH:29]=[CH:30][CH:31]=3)[C:15]2=[O:33])[CH2:10][CH2:9]1. Reactant: C(OC(=O)[NH:7][C@H:8]1[CH2:13][CH2:12][C@@H:11]([N:14]2[C:19](=[O:20])[C:18]3[CH:21]=[C:22]([F:25])[CH:23]=[N:24][C:17]=3[N:16]([C:26]3[CH:31]=[CH:30][CH:29]=[C:28](I)[CH:27]=3)[C:15]2=[O:33])[CH2:10][CH2:9]1)(C)(C)C.[ClH:35]. The catalyst class is: 27. (8) Reactant: [F:1][C:2]([F:15])([F:14])[C:3]1[CH:4]=[C:5]([CH:9]=[CH:10][C:11]([OH:13])=[O:12])[CH:6]=[CH:7][CH:8]=1. Product: [F:1][C:2]([F:14])([F:15])[C:3]1[CH:4]=[C:5]([CH2:9][CH2:10][C:11]([OH:13])=[O:12])[CH:6]=[CH:7][CH:8]=1. The catalyst class is: 19. (9) Reactant: C1C=CC(P(C2C(C3C(P(C4C=CC=CC=4)C4C=CC=CC=4)=CC=C4C=3C=CC=C4)=C3C(C=CC=C3)=CC=2)C2C=CC=CC=2)=CC=1.[CH3:47][O:48][C:49]1[CH:54]=[C:53]([N:55]2[CH2:60][CH2:59][O:58][CH2:57][CH2:56]2)[CH:52]=[CH:51][C:50]=1[NH2:61].C([O-])([O-])=O.[Cs+].[Cs+].Cl[C:69]1[N:77]=[C:76]2[C:72]([N:73]=[CH:74][N:75]2C2CCCCO2)=[C:71]([CH2:84][CH:85]2[CH2:90][CH2:89][CH2:88][CH2:87][CH2:86]2)[N:70]=1. Product: [CH:85]1([CH2:84][C:71]2[N:70]=[C:69]([NH:61][C:50]3[CH:51]=[CH:52][C:53]([N:55]4[CH2:56][CH2:57][O:58][CH2:59][CH2:60]4)=[CH:54][C:49]=3[O:48][CH3:47])[N:77]=[C:76]3[C:72]=2[N:73]=[CH:74][NH:75]3)[CH2:86][CH2:87][CH2:88][CH2:89][CH2:90]1. The catalyst class is: 164. (10) Reactant: [CH2:1]([CH:4]([CH2:27][CH2:28][CH3:29])[CH2:5][O:6][C:7]1[CH:8]=[C:9]([CH:24]=[CH:25][CH:26]=1)[O:10][CH2:11][CH2:12][N:13]1C(=O)C2C(=CC=CC=2)C1=O)[CH2:2][CH3:3]. Product: [CH2:27]([CH:4]([CH2:1][CH2:2][CH3:3])[CH2:5][O:6][C:7]1[CH:8]=[C:9]([CH:24]=[CH:25][CH:26]=1)[O:10][CH2:11][CH2:12][NH2:13])[CH2:28][CH3:29]. The catalyst class is: 28.